The task is: Predict the product of the given reaction.. This data is from Forward reaction prediction with 1.9M reactions from USPTO patents (1976-2016). (1) The product is: [Cl:32][CH2:7][C:6]1[O:5][C:4]([CH2:9][CH2:10][C:11]2[CH:16]=[CH:15][C:14]([C:17]([F:20])([F:19])[F:18])=[CH:13][CH:12]=2)=[N:3][C:2]=1[CH3:1]. Given the reactants [CH3:1][C:2]1[N:3]=[C:4]([CH2:9][CH2:10][C:11]2[CH:16]=[CH:15][C:14]([C:17]([F:20])([F:19])[F:18])=[CH:13][CH:12]=2)[O:5][C:6]=1[CH2:7]O.C(N(CC)CC)C.CS([Cl:32])(=O)=O, predict the reaction product. (2) The product is: [F:1][C:2]1[CH:7]=[CH:6][C:5]([O:8][C:10]2[N:15]=[CH:14][C:13]([C:16]([OH:18])=[O:17])=[CH:12][CH:11]=2)=[CH:4][CH:3]=1. Given the reactants [F:1][C:2]1[CH:7]=[CH:6][C:5]([OH:8])=[CH:4][CH:3]=1.Cl[C:10]1[N:15]=[CH:14][C:13]([C:16]([O:18]C)=[O:17])=[CH:12][CH:11]=1.C(=O)([O-])[O-].[Cs+].[Cs+].O, predict the reaction product. (3) Given the reactants [C:1]([O-])([O-])=O.[K+].[K+].O[C@@H:8]1[CH2:12][CH2:11][C@H:10]([CH2:13][C:14]2[CH:15]=[N:16][C:17]([C:20]([F:23])([F:22])[F:21])=[CH:18][CH:19]=2)[N:9]1[C:24]([O:26][C:27]([CH3:30])([CH3:29])[CH3:28])=[O:25].O[C@H]1CC[C@H](CC2C=NC(C(F)(F)F)=CC=2)N1C(OC(C)(C)C)=O, predict the reaction product. The product is: [F:22][C:20]([F:23])([F:21])[C:17]1[N:16]=[CH:15][C:14]([CH2:13][C@H:10]([NH:9][C:24](=[O:25])[O:26][C:27]([CH3:30])([CH3:29])[CH3:28])[CH2:11][CH2:12][C:8]#[CH:1])=[CH:19][CH:18]=1. (4) Given the reactants Br[C:2]1[CH:7]=[CH:6][C:5]([CH:8]([C:15]#[N:16])[C:9]2[CH:14]=[CH:13][CH:12]=[CH:11][CH:10]=2)=[CH:4][CH:3]=1.[B:17]1([B:17]2[O:21][C:20]([CH3:23])([CH3:22])[C:19]([CH3:25])([CH3:24])[O:18]2)[O:21][C:20]([CH3:23])([CH3:22])[C:19]([CH3:25])([CH3:24])[O:18]1.ClCCl.C([O-])(=O)C.[K+], predict the reaction product. The product is: [C:9]1([CH:8]([C:5]2[CH:6]=[CH:7][C:2]([B:17]3[O:21][C:20]([CH3:23])([CH3:22])[C:19]([CH3:25])([CH3:24])[O:18]3)=[CH:3][CH:4]=2)[C:15]#[N:16])[CH:14]=[CH:13][CH:12]=[CH:11][CH:10]=1. (5) Given the reactants Cl[C:2]1[CH:7]=[CH:6][C:5]([C:8]([F:11])([F:10])[F:9])=[CH:4][N:3]=1.[O:12]1CCO[CH:13]1[C:17]1[CH:18]=[C:19]([CH2:23][CH2:24][OH:25])[CH:20]=[CH:21][CH:22]=1.[H-].[Na+], predict the reaction product. The product is: [F:9][C:8]([F:11])([F:10])[C:5]1[CH:6]=[CH:7][C:2]([O:25][CH2:24][CH2:23][C:19]2[CH:18]=[C:17]([CH:22]=[CH:21][CH:20]=2)[CH:13]=[O:12])=[N:3][CH:4]=1. (6) Given the reactants [NH2:1][C:2]1[C:7]([C:8]#[N:9])=[C:6]([NH:10][C@H:11]([C:13]2[N:22]([CH2:23][CH2:24][CH2:25][NH2:26])[C:21](=[O:27])[C:20]3[C:15](=[CH:16][CH:17]=[CH:18][C:19]=3[Cl:28])[N:14]=2)[CH3:12])[N:5]=[CH:4][N:3]=1.CN(C(ON1N=NC2C=CC=NC1=2)=[N+](C)C)C.F[P-](F)(F)(F)(F)F.[C:53](O)(=[O:55])[CH3:54].CCN(C(C)C)C(C)C, predict the reaction product. The product is: [NH2:1][C:2]1[N:3]=[CH:4][N:5]=[C:6]([NH:10][C@H:11]([C:13]2[N:22]([CH2:23][CH2:24][CH2:25][NH:26][C:53](=[O:55])[CH3:54])[C:21](=[O:27])[C:20]3[C:15](=[CH:16][CH:17]=[CH:18][C:19]=3[Cl:28])[N:14]=2)[CH3:12])[C:7]=1[C:8]#[N:9]. (7) Given the reactants [C:1]12([CH2:9][CH:10]([NH:13][C:14](=[O:23])[O:15][CH2:16][C:17]3[CH:22]=[CH:21][CH:20]=[CH:19][CH:18]=3)[CH2:11][OH:12])[CH2:8][CH2:7][CH:4]([CH2:5][CH2:6]1)[CH2:3][CH2:2]2.[CH3:24][S:25](Cl)(=[O:27])=[O:26].O, predict the reaction product. The product is: [CH3:24][S:25]([O:12][CH2:11][CH:10]([NH:13][C:14]([O:15][CH2:16][C:17]1[CH:22]=[CH:21][CH:20]=[CH:19][CH:18]=1)=[O:23])[CH2:9][C:1]12[CH2:2][CH2:3][CH:4]([CH2:5][CH2:6]1)[CH2:7][CH2:8]2)(=[O:27])=[O:26].